Dataset: Full USPTO retrosynthesis dataset with 1.9M reactions from patents (1976-2016). Task: Predict the reactants needed to synthesize the given product. Given the product [CH2:1]([O:3][C:4]([C:5]1[CH:15]([C:16]2[CH:21]=[CH:20][CH:19]=[CH:18][C:17]=2[Cl:22])[C:28]2[C:29](=[O:31])[CH2:30][C:25]([CH3:33])([CH3:24])[CH2:26][C:27]=2[NH:38][C:6]=1[CH2:7][O:8][CH2:9][CH2:10][N:11]=[N+:12]=[N-:13])=[O:23])[CH3:2], predict the reactants needed to synthesize it. The reactants are: [CH2:1]([O:3][C:4](=[O:23])[C:5](=[CH:15][C:16]1[CH:21]=[CH:20][CH:19]=[CH:18][C:17]=1[Cl:22])[C:6](=O)[CH2:7][O:8][CH2:9][CH2:10][N:11]=[N+:12]=[N-:13])[CH3:2].[CH3:24][C:25]1([CH3:33])[CH2:30][C:29](=[O:31])[CH2:28][C:27](=O)[CH2:26]1.C([O-])(=O)C.[NH4+:38].